From a dataset of Full USPTO retrosynthesis dataset with 1.9M reactions from patents (1976-2016). Predict the reactants needed to synthesize the given product. (1) Given the product [C:14]([N:11]1[CH2:12][CH2:13][N:8]([C:5]2[CH:6]=[CH:7][C:2]([NH:1][CH:19]=[O:20])=[C:3]([O:17][CH3:18])[CH:4]=2)[CH2:9][CH2:10]1)(=[O:16])[CH3:15], predict the reactants needed to synthesize it. The reactants are: [NH2:1][C:2]1[CH:7]=[CH:6][C:5]([N:8]2[CH2:13][CH2:12][N:11]([C:14](=[O:16])[CH3:15])[CH2:10][CH2:9]2)=[CH:4][C:3]=1[O:17][CH3:18].[CH:19](OC)=[O:20]. (2) Given the product [F:17][C:14]1[CH:13]=[CH:12][C:11]([C:8]2[N:7]=[N:6][N:5]([CH2:1][CH2:2][C:3]#[C:4][C:19]3[CH:24]=[CH:23][CH:22]=[CH:21][N:20]=3)[C:9]=2[CH3:10])=[CH:16][CH:15]=1, predict the reactants needed to synthesize it. The reactants are: [CH2:1]([N:5]1[C:9]([CH3:10])=[C:8]([C:11]2[CH:16]=[CH:15][C:14]([F:17])=[CH:13][CH:12]=2)[N:7]=[N:6]1)[CH2:2][C:3]#[CH:4].Br[C:19]1[CH:24]=[CH:23][CH:22]=[CH:21][N:20]=1. (3) Given the product [CH2:1]([O:3][C:4]1[CH:5]=[C:6]([C:13](=[O:21])[CH2:14][CH2:15][C:16]([NH:53][C:44]2[S:43][C:42]([C:36]3[CH:41]=[CH:40][CH:39]=[CH:38][CH:37]=3)=[N:46][C:45]=2[C:47]2[CH:48]=[CH:49][CH:50]=[CH:51][CH:52]=2)=[O:18])[CH:7]=[CH:8][C:9]=1[O:10][CH2:11][CH3:12])[CH3:2], predict the reactants needed to synthesize it. The reactants are: [CH2:1]([O:3][C:4]1[CH:5]=[C:6]([C:13]([O:21]C)(OC)[CH2:14][CH2:15][C:16]([O-:18])=O)[CH:7]=[CH:8][C:9]=1[O:10][CH2:11][CH3:12])[CH3:2].[K+].ClC1C=C(Cl)C=C(Cl)C=1C(Cl)=O.[C:36]1([C:42]2[S:43][C:44]([NH2:53])=[C:45]([C:47]3[CH:52]=[CH:51][CH:50]=[CH:49][CH:48]=3)[N:46]=2)[CH:41]=[CH:40][CH:39]=[CH:38][CH:37]=1.Cl. (4) Given the product [CH2:38]([O:37][C:36]([O:35][C:3]1([CH2:1][CH3:2])[C:8]2[CH:9]=[C:10]3[N:18]([C:19](=[O:20])[C:7]=2[CH2:6][O:5][C:4]1=[O:34])[CH2:17][C:16]1[C:15]([CH2:21][CH2:22][Si:23]([CH3:25])([CH3:24])[CH2:26][CH2:27][CH2:28][O:29][C:46](=[O:53])[C:47]2[CH:52]=[CH:51][CH:50]=[CH:49][CH:48]=2)=[C:14]2[CH:30]=[CH:31][CH:32]=[CH:33][C:13]2=[N:12][C:11]3=1)=[O:45])[C:39]1[CH:40]=[CH:41][CH:42]=[CH:43][CH:44]=1, predict the reactants needed to synthesize it. The reactants are: [CH2:1]([C:3]1([O:35][C:36](=[O:45])[O:37][CH2:38][C:39]2[CH:44]=[CH:43][CH:42]=[CH:41][CH:40]=2)[C:8]2[CH:9]=[C:10]3[N:18]([C:19](=[O:20])[C:7]=2[CH2:6][O:5][C:4]1=[O:34])[CH2:17][C:16]1[C:15]([CH2:21][CH2:22][Si:23]([CH2:26][CH2:27][CH2:28][OH:29])([CH3:25])[CH3:24])=[C:14]2[CH:30]=[CH:31][CH:32]=[CH:33][C:13]2=[N:12][C:11]3=1)[CH3:2].[C:46](Cl)(=[O:53])[C:47]1[CH:52]=[CH:51][CH:50]=[CH:49][CH:48]=1. (5) Given the product [CH3:23][C:22]1[C:8]([C:36]2[CH:35]=[N:34][N:33]([CH3:32])[CH:37]=2)=[CH:9][C:10]([O:24][CH2:25][C:26]2[CH:31]=[CH:30][CH:29]=[CH:28][CH:27]=2)=[C:11]([CH:21]=1)[C:12]([NH:14][C:15]1[CH:20]=[CH:19][N:18]=[N:17][CH:16]=1)=[O:13], predict the reactants needed to synthesize it. The reactants are: C(=O)([O-])[O-].[Na+].[Na+].Br[C:8]1[C:22]([CH3:23])=[CH:21][C:11]([C:12]([NH:14][C:15]2[CH:20]=[CH:19][N:18]=[N:17][CH:16]=2)=[O:13])=[C:10]([O:24][CH2:25][C:26]2[CH:31]=[CH:30][CH:29]=[CH:28][CH:27]=2)[CH:9]=1.[CH3:32][N:33]1[CH:37]=[C:36](B2OC(C)(C)C(C)(C)O2)[CH:35]=[N:34]1. (6) Given the product [NH2:1][C:2]1[C:3]([C:10](/[N:12]=[C:13]2\[NH:14][CH2:15][C:16]3([CH2:23][CH:22]4[N:24]([C:65](=[O:66])[CH2:64][CH2:63][C:60]5[CH:61]=[CH:62][C:57]([O:56][CH2:49][C:50]6[CH:55]=[CH:54][CH:53]=[CH:52][CH:51]=6)=[CH:58][CH:59]=5)[CH:19]([CH2:20][CH2:21]4)[CH2:18]3)[NH:17]\2)=[O:11])=[N:4][C:5]([Cl:9])=[C:6]([NH2:8])[N:7]=1, predict the reactants needed to synthesize it. The reactants are: [NH2:1][C:2]1[C:3]([C:10](/[N:12]=[C:13]2\[NH:14][CH2:15][C:16]3([CH2:23][CH:22]4[NH:24][CH:19]([CH2:20][CH2:21]4)[CH2:18]3)[NH:17]\2)=[O:11])=[N:4][C:5]([Cl:9])=[C:6]([NH2:8])[N:7]=1.CN(C(ON1N=NC2C=CC=NC1=2)=[N+](C)C)C.F[P-](F)(F)(F)(F)F.[CH2:49]([O:56][C:57]1[CH:62]=[CH:61][C:60]([CH2:63][CH2:64][C:65](O)=[O:66])=[CH:59][CH:58]=1)[C:50]1[CH:55]=[CH:54][CH:53]=[CH:52][CH:51]=1.CN1CCOCC1.